Dataset: Forward reaction prediction with 1.9M reactions from USPTO patents (1976-2016). Task: Predict the product of the given reaction. Given the reactants [F:1][C:2]1[CH:3]=[C:4]([CH:7]=[CH:8][C:9]=1[O:10][CH3:11])[CH:5]=O.C(OP([CH2:20][C:21]([O:23][CH2:24][CH3:25])=[O:22])(OCC)=O)C.[H-].[Na+].C(OCC)(=O)C, predict the reaction product. The product is: [F:1][C:2]1[CH:3]=[C:4]([CH:5]=[CH:20][C:21]([O:23][CH2:24][CH3:25])=[O:22])[CH:7]=[CH:8][C:9]=1[O:10][CH3:11].